This data is from NCI-60 drug combinations with 297,098 pairs across 59 cell lines. The task is: Regression. Given two drug SMILES strings and cell line genomic features, predict the synergy score measuring deviation from expected non-interaction effect. (1) Drug 1: CS(=O)(=O)C1=CC(=C(C=C1)C(=O)NC2=CC(=C(C=C2)Cl)C3=CC=CC=N3)Cl. Drug 2: CC1=C2C(C(=O)C3(C(CC4C(C3C(C(C2(C)C)(CC1OC(=O)C(C(C5=CC=CC=C5)NC(=O)C6=CC=CC=C6)O)O)OC(=O)C7=CC=CC=C7)(CO4)OC(=O)C)O)C)OC(=O)C. Cell line: EKVX. Synergy scores: CSS=38.1, Synergy_ZIP=4.24, Synergy_Bliss=8.33, Synergy_Loewe=-11.7, Synergy_HSA=9.53. (2) Drug 1: CCC1=CC2CC(C3=C(CN(C2)C1)C4=CC=CC=C4N3)(C5=C(C=C6C(=C5)C78CCN9C7C(C=CC9)(C(C(C8N6C)(C(=O)OC)O)OC(=O)C)CC)OC)C(=O)OC.C(C(C(=O)O)O)(C(=O)O)O. Drug 2: C1=CC(=C2C(=C1NCCNCCO)C(=O)C3=C(C=CC(=C3C2=O)O)O)NCCNCCO. Cell line: CCRF-CEM. Synergy scores: CSS=80.5, Synergy_ZIP=2.66, Synergy_Bliss=1.01, Synergy_Loewe=0.464, Synergy_HSA=3.28. (3) Drug 1: CC12CCC(CC1=CCC3C2CCC4(C3CC=C4C5=CN=CC=C5)C)O. Drug 2: C1=CC(=C2C(=C1NCCNCCO)C(=O)C3=C(C=CC(=C3C2=O)O)O)NCCNCCO. Cell line: SK-OV-3. Synergy scores: CSS=57.9, Synergy_ZIP=4.30, Synergy_Bliss=2.95, Synergy_Loewe=-39.0, Synergy_HSA=2.95. (4) Drug 1: C1=CC(=CC=C1CCCC(=O)O)N(CCCl)CCCl. Drug 2: CC1=CC=C(C=C1)C2=CC(=NN2C3=CC=C(C=C3)S(=O)(=O)N)C(F)(F)F. Cell line: SF-539. Synergy scores: CSS=15.9, Synergy_ZIP=-6.99, Synergy_Bliss=-7.32, Synergy_Loewe=-9.20, Synergy_HSA=-5.85. (5) Drug 1: CC12CCC3C(C1CCC2=O)CC(=C)C4=CC(=O)C=CC34C. Drug 2: CC12CCC3C(C1CCC2O)C(CC4=C3C=CC(=C4)O)CCCCCCCCCS(=O)CCCC(C(F)(F)F)(F)F. Cell line: SF-539. Synergy scores: CSS=9.24, Synergy_ZIP=-1.50, Synergy_Bliss=-3.38, Synergy_Loewe=-1.94, Synergy_HSA=-2.57.